Regression. Given two drug SMILES strings and cell line genomic features, predict the synergy score measuring deviation from expected non-interaction effect. From a dataset of NCI-60 drug combinations with 297,098 pairs across 59 cell lines. (1) Drug 1: C1CN(CCN1C(=O)CCBr)C(=O)CCBr. Drug 2: CS(=O)(=O)OCCCCOS(=O)(=O)C. Cell line: MOLT-4. Synergy scores: CSS=82.3, Synergy_ZIP=1.63, Synergy_Bliss=1.32, Synergy_Loewe=0.110, Synergy_HSA=3.04. (2) Drug 1: C1CCN(CC1)CCOC2=CC=C(C=C2)C(=O)C3=C(SC4=C3C=CC(=C4)O)C5=CC=C(C=C5)O. Drug 2: C1=NC2=C(N1)C(=S)N=CN2. Cell line: MCF7. Synergy scores: CSS=11.0, Synergy_ZIP=-8.21, Synergy_Bliss=-6.13, Synergy_Loewe=-3.02, Synergy_HSA=-2.39. (3) Drug 1: C1=NC2=C(N1)C(=S)N=CN2. Drug 2: CC1C(C(CC(O1)OC2CC(CC3=C2C(=C4C(=C3O)C(=O)C5=C(C4=O)C(=CC=C5)OC)O)(C(=O)CO)O)N)O.Cl. Cell line: HOP-62. Synergy scores: CSS=43.4, Synergy_ZIP=-10.3, Synergy_Bliss=-10.9, Synergy_Loewe=-7.97, Synergy_HSA=-6.35. (4) Drug 1: CNC(=O)C1=CC=CC=C1SC2=CC3=C(C=C2)C(=NN3)C=CC4=CC=CC=N4. Drug 2: C1=CN(C(=O)N=C1N)C2C(C(C(O2)CO)O)O.Cl. Cell line: SW-620. Synergy scores: CSS=42.6, Synergy_ZIP=0.244, Synergy_Bliss=0.223, Synergy_Loewe=-16.8, Synergy_HSA=0.0240. (5) Drug 1: CC1=CC2C(CCC3(C2CCC3(C(=O)C)OC(=O)C)C)C4(C1=CC(=O)CC4)C. Drug 2: C1=NNC2=C1C(=O)NC=N2. Cell line: CCRF-CEM. Synergy scores: CSS=22.5, Synergy_ZIP=-0.115, Synergy_Bliss=0.404, Synergy_Loewe=-4.82, Synergy_HSA=1.18. (6) Drug 1: CS(=O)(=O)OCCCCOS(=O)(=O)C. Drug 2: C1C(C(OC1N2C=NC3=C2NC=NCC3O)CO)O. Cell line: NCI-H322M. Synergy scores: CSS=-4.90, Synergy_ZIP=1.18, Synergy_Bliss=-2.24, Synergy_Loewe=-4.94, Synergy_HSA=-5.28. (7) Cell line: UACC62. Synergy scores: CSS=31.8, Synergy_ZIP=-1.81, Synergy_Bliss=2.65, Synergy_Loewe=0.648, Synergy_HSA=3.34. Drug 2: C1=NC2=C(N1)C(=S)N=CN2. Drug 1: C1C(C(OC1N2C=C(C(=O)NC2=O)F)CO)O. (8) Cell line: PC-3. Drug 2: CN(C(=O)NC(C=O)C(C(C(CO)O)O)O)N=O. Drug 1: C1CC(C1)(C(=O)O)C(=O)O.[NH2-].[NH2-].[Pt+2]. Synergy scores: CSS=7.36, Synergy_ZIP=-3.51, Synergy_Bliss=-2.57, Synergy_Loewe=1.37, Synergy_HSA=-3.84. (9) Drug 1: CC1=C(C(=O)C2=C(C1=O)N3CC4C(C3(C2COC(=O)N)OC)N4)N. Drug 2: C(CN)CNCCSP(=O)(O)O. Cell line: SF-539. Synergy scores: CSS=30.1, Synergy_ZIP=3.13, Synergy_Bliss=7.11, Synergy_Loewe=-43.4, Synergy_HSA=-4.85. (10) Drug 2: C1C(C(OC1N2C=NC(=NC2=O)N)CO)O. Drug 1: C1CN1C2=NC(=NC(=N2)N3CC3)N4CC4. Cell line: LOX IMVI. Synergy scores: CSS=42.3, Synergy_ZIP=7.55, Synergy_Bliss=7.54, Synergy_Loewe=5.18, Synergy_HSA=8.85.